This data is from M1 muscarinic receptor antagonist screen with 61,756 compounds. The task is: Binary Classification. Given a drug SMILES string, predict its activity (active/inactive) in a high-throughput screening assay against a specified biological target. The molecule is O(C(=O)C=1C(NC(=O)NC1C)c1cc(O)ccc1)CC. The result is 0 (inactive).